This data is from Forward reaction prediction with 1.9M reactions from USPTO patents (1976-2016). The task is: Predict the product of the given reaction. Given the reactants [C:1]([C:3]1[C:8]([O:9][CH3:10])=[C:7]([O:11][CH3:12])[CH:6]=[CH:5][N:4]=1)#N.[OH-:13].[K+].Cl.[OH2:16], predict the reaction product. The product is: [CH3:10][O:9][C:8]1[C:3]([C:1]([OH:16])=[O:13])=[N:4][CH:5]=[CH:6][C:7]=1[O:11][CH3:12].